This data is from Forward reaction prediction with 1.9M reactions from USPTO patents (1976-2016). The task is: Predict the product of the given reaction. (1) The product is: [CH3:17][C:4]12[CH2:5][N:6]([CH2:11][C:12]([O:14][CH2:15][CH3:16])=[O:13])[C:7]3[C:3]1=[C:2]([CH:10]=[CH:9][CH:8]=3)[NH:1][C:19](=[O:21])[CH2:18]2. Given the reactants [NH2:1][C:2]1[CH:10]=[CH:9][CH:8]=[C:7]2[C:3]=1[C:4]([CH2:18][C:19]([O:21]CC)=O)([CH3:17])[CH2:5][N:6]2[CH2:11][C:12]([O:14][CH2:15][CH3:16])=[O:13].O.C1(C)C=CC(S(O)(=O)=O)=CC=1, predict the reaction product. (2) The product is: [Br:1][C:2]1[CH:3]=[CH:4][C:5]([C:9]([OH:11])=[O:10])=[N:6][C:7]=1[O:18][CH:16]([CH3:17])[C:15]([F:20])([F:19])[F:14]. Given the reactants [Br:1][C:2]1[CH:3]=[CH:4][C:5]([C:9]([OH:11])=[O:10])=[N:6][C:7]=1Cl.[OH-].[K+].[F:14][C:15]([F:20])([F:19])[CH:16]([OH:18])[CH3:17].Cl, predict the reaction product.